Dataset: Catalyst prediction with 721,799 reactions and 888 catalyst types from USPTO. Task: Predict which catalyst facilitates the given reaction. (1) Reactant: C([O:3][C:4]([C:6]1([C:9]2[CH:14]=[CH:13][C:12]([C:15]3[CH:20]=[CH:19][C:18]([C:21]4[S:22][C:23]([Cl:40])=[CH:24][C:25]=4[NH:26][C:27]([O:29][C@@H:30]([C:32]4[CH:37]=[C:36]([F:38])[CH:35]=[CH:34][C:33]=4[F:39])[CH3:31])=[O:28])=[CH:17][C:16]=3[O:41][CH3:42])=[CH:11][CH:10]=2)[CH2:8][CH2:7]1)=[O:5])C.O1CCCC1.[OH-].[Na+].Cl. Product: [Cl:40][C:23]1[S:22][C:21]([C:18]2[CH:19]=[CH:20][C:15]([C:12]3[CH:13]=[CH:14][C:9]([C:6]4([C:4]([OH:5])=[O:3])[CH2:8][CH2:7]4)=[CH:10][CH:11]=3)=[C:16]([O:41][CH3:42])[CH:17]=2)=[C:25]([NH:26][C:27]([O:29][C@@H:30]([C:32]2[CH:37]=[C:36]([F:38])[CH:35]=[CH:34][C:33]=2[F:39])[CH3:31])=[O:28])[CH:24]=1. The catalyst class is: 32. (2) Product: [C:18]([C:14]([C:12]1[S:11][CH:10]=[C:9]([C:7]#[N:8])[CH:13]=1)([CH:15]([CH3:16])[CH3:17])[CH2:1][CH2:21][C:20]([O:23][CH2:24][CH3:25])=[O:22])#[N:19]. The catalyst class is: 3. Reactant: [CH3:1]C(C)([O-])C.[K+].[C:7]([C:9]1[CH:13]=[C:12]([CH:14]([C:18]#[N:19])[CH:15]([CH3:17])[CH3:16])[S:11][CH:10]=1)#[N:8].[C:20]([O:23][CH2:24][CH3:25])(=[O:22])[CH3:21].